Dataset: Reaction yield outcomes from USPTO patents with 853,638 reactions. Task: Predict the reaction yield, written as a fraction of the theoretical maximum amount of product (1.0 means a 100% yield; for example, 0.34 means a 34% yield). (1) The reactants are CO[CH:3]1[CH2:7][CH2:6][CH:5](OC)[O:4]1.[CH3:10][C:11]([CH3:13])=O.C(O)=O.C(O)=O.Cl.[CH2:21]([NH2:28])[C:22]1[CH:27]=[CH:26][CH:25]=[CH:24][CH:23]=1.C([O-])(=O)C.[Na+].[OH-].[Na+]. The catalyst is Cl. The product is [CH2:21]([N:28]1[CH:6]2[CH2:5][CH2:13][CH:11]1[CH2:10][C:3](=[O:4])[CH2:7]2)[C:22]1[CH:27]=[CH:26][CH:25]=[CH:24][CH:23]=1. The yield is 0.560. (2) The reactants are Br[C:2]1[C:3]([C:9]2[CH:14]=[CH:13][N:12]=[CH:11][CH:10]=2)=[N:4][N:5]([CH2:7][CH3:8])[CH:6]=1.CC1(C)C(C)(C)OB([C:23]2[CH:24]=[C:25]([CH:27]=[CH:28][CH:29]=2)[NH2:26])O1.C(=O)(O)[O-].[Na+].O1CCOCC1. The catalyst is CCOC(C)=O.Cl[Pd](Cl)([P](C1C=CC=CC=1)(C1C=CC=CC=1)C1C=CC=CC=1)[P](C1C=CC=CC=1)(C1C=CC=CC=1)C1C=CC=CC=1. The product is [CH2:7]([N:5]1[CH:6]=[C:2]([C:23]2[CH:24]=[C:25]([CH:27]=[CH:28][CH:29]=2)[NH2:26])[C:3]([C:9]2[CH:14]=[CH:13][N:12]=[CH:11][CH:10]=2)=[N:4]1)[CH3:8]. The yield is 0.910. (3) The reactants are [F:1][C:2]1[CH:3]=[C:4]([CH:10]([O:13][Si](C)(C)C)[C:11]#N)[CH:5]=[CH:6][C:7]=1[S:8][CH3:9].C[Si](C)(C)[N-][Si](C)(C)C.[Li+].C(Br)[C:29]1[CH:34]=[CH:33][CH:32]=[CH:31][CH:30]=1.Cl. The catalyst is O1CCCC1.C(OCC)(=O)C. The product is [F:1][C:2]1[CH:3]=[C:4]([C:10](=[O:13])[CH2:11][C:29]2[CH:34]=[CH:33][CH:32]=[CH:31][CH:30]=2)[CH:5]=[CH:6][C:7]=1[S:8][CH3:9]. The yield is 0.550. (4) The reactants are [CH3:1][C:2]1[NH:3][C:4]2[CH:10]=[CH:9][CH:8]=[CH:7][C:5]=2[N:6]=1.[CH3:11][O:12][CH2:13][CH2:14][O:15][CH2:16][CH2:17]Cl. No catalyst specified. The product is [CH3:11][O:12][CH2:13][CH2:14][O:15][CH2:16][CH2:17][N:3]1[C:4]2[CH:10]=[CH:9][CH:8]=[CH:7][C:5]=2[N:6]=[C:2]1[CH3:1]. The yield is 0.780. (5) The reactants are [Cl:1][C:2]1[CH:3]=[C:4]([C:14]([OH:16])=O)[S:5][C:6]=1[C:7]1[N:11]([CH3:12])[N:10]=[CH:9][C:8]=1[Cl:13].[NH2:17][C@@H:18]([CH2:31][C:32]1[CH:37]=[CH:36][CH:35]=[CH:34][C:33]=1[C:38]([F:41])([F:40])[F:39])[CH2:19][N:20]1[C:28](=[O:29])[C:27]2[C:22](=[CH:23][CH:24]=[CH:25][CH:26]=2)[C:21]1=[O:30].C(N(C(C)C)CC)(C)C.C1CN([P+](Br)(N2CCCC2)N2CCCC2)CC1.F[P-](F)(F)(F)(F)F. The catalyst is C(Cl)Cl. The product is [Cl:1][C:2]1[CH:3]=[C:4]([C:14]([NH:17][C@@H:18]([CH2:31][C:32]2[CH:37]=[CH:36][CH:35]=[CH:34][C:33]=2[C:38]([F:41])([F:39])[F:40])[CH2:19][N:20]2[C:28](=[O:29])[C:27]3[C:22](=[CH:23][CH:24]=[CH:25][CH:26]=3)[C:21]2=[O:30])=[O:16])[S:5][C:6]=1[C:7]1[N:11]([CH3:12])[N:10]=[CH:9][C:8]=1[Cl:13]. The yield is 0.820. (6) The reactants are C[C@H](CCCC1C=CC=CC=1)C(O)=O.[CH3:15][C@@H:16]([CH2:22][CH2:23][CH2:24][C:25]1[CH:30]=[CH:29][CH:28]=[CH:27][CH:26]=1)[C:17]([O:19][CH2:20][CH3:21])=[O:18]. No catalyst specified. The product is [CH3:15][C@H:16]([CH2:22][CH2:23][CH2:24][C:25]1[CH:26]=[CH:27][CH:28]=[CH:29][CH:30]=1)[C:17]([O:19][CH2:20][CH3:21])=[O:18]. The yield is 0.880.